This data is from Peptide-MHC class I binding affinity with 185,985 pairs from IEDB/IMGT. The task is: Regression. Given a peptide amino acid sequence and an MHC pseudo amino acid sequence, predict their binding affinity value. This is MHC class I binding data. (1) The peptide sequence is SYWVRANFK. The MHC is HLA-A02:16 with pseudo-sequence HLA-A02:16. The binding affinity (normalized) is 0.0847. (2) The peptide sequence is SILSPFLPLL. The MHC is HLA-A02:03 with pseudo-sequence HLA-A02:03. The binding affinity (normalized) is 0.760. (3) The peptide sequence is RPAIVVPAF. The MHC is HLA-B07:02 with pseudo-sequence HLA-B07:02. The binding affinity (normalized) is 0.692. (4) The MHC is HLA-A11:01 with pseudo-sequence HLA-A11:01. The peptide sequence is NPLPNQDND. The binding affinity (normalized) is 0. (5) The binding affinity (normalized) is 0.900. The peptide sequence is APTRVVASEM. The MHC is HLA-B07:02 with pseudo-sequence HLA-B07:02. (6) The peptide sequence is IRLRPGGKK. The MHC is HLA-A29:02 with pseudo-sequence HLA-A29:02. The binding affinity (normalized) is 0.